This data is from Cav3 T-type calcium channel HTS with 100,875 compounds. The task is: Binary Classification. Given a drug SMILES string, predict its activity (active/inactive) in a high-throughput screening assay against a specified biological target. (1) The drug is S(CCOC(=O)c1ccccc1)c1nc(N(C)C)nc(N(C)C)n1. The result is 0 (inactive). (2) The compound is FC(F)(F)COCc1oc(C(=O)N2CC(OC(C2)C)C)cc1. The result is 0 (inactive). (3) The compound is S(=O)(=O)(N1CCOCC1)c1ccc(NC(=O)C(Sc2ccc(cc2)C)C)cc1. The result is 0 (inactive). (4) The drug is Clc1ccc(OCC(=O)Nc2c(N3CCOCC3)cccc2)cc1. The result is 0 (inactive).